From a dataset of Peptide-MHC class I binding affinity with 185,985 pairs from IEDB/IMGT. Regression. Given a peptide amino acid sequence and an MHC pseudo amino acid sequence, predict their binding affinity value. This is MHC class I binding data. (1) The peptide sequence is EVADRVIFM. The MHC is HLA-A02:01 with pseudo-sequence HLA-A02:01. The binding affinity (normalized) is 0.356. (2) The peptide sequence is GMKRSFYVY. The MHC is HLA-B40:01 with pseudo-sequence HLA-B40:01. The binding affinity (normalized) is 0.0847.